From a dataset of Peptide-MHC class I binding affinity with 185,985 pairs from IEDB/IMGT. Regression. Given a peptide amino acid sequence and an MHC pseudo amino acid sequence, predict their binding affinity value. This is MHC class I binding data. (1) The MHC is HLA-A68:02 with pseudo-sequence HLA-A68:02. The peptide sequence is LLWFLTGTFV. The binding affinity (normalized) is 1.00. (2) The peptide sequence is REVGDTSPDL. The MHC is HLA-B45:01 with pseudo-sequence HLA-B45:01. The binding affinity (normalized) is 0.